From a dataset of Peptide-MHC class I binding affinity with 185,985 pairs from IEDB/IMGT. Regression. Given a peptide amino acid sequence and an MHC pseudo amino acid sequence, predict their binding affinity value. This is MHC class I binding data. (1) The peptide sequence is YVRGYLRGY. The MHC is HLA-A01:01 with pseudo-sequence HLA-A01:01. The binding affinity (normalized) is 0.0847. (2) The peptide sequence is YRHDGGNVL. The MHC is Patr-A0101 with pseudo-sequence Patr-A0101. The binding affinity (normalized) is 0. (3) The peptide sequence is KELNIGRTF. The MHC is HLA-B18:01 with pseudo-sequence HLA-B18:01. The binding affinity (normalized) is 0.596. (4) The peptide sequence is QPQQSPQFF. The MHC is HLA-B35:01 with pseudo-sequence HLA-B35:01. The binding affinity (normalized) is 0.707. (5) The peptide sequence is FMPKCSKVVV. The MHC is Mamu-A01 with pseudo-sequence Mamu-A01. The binding affinity (normalized) is 0. (6) The MHC is Mamu-A01 with pseudo-sequence Mamu-A01. The binding affinity (normalized) is 0. The peptide sequence is REPWDEWVV.